This data is from Reaction yield outcomes from USPTO patents with 853,638 reactions. The task is: Predict the reaction yield, written as a fraction of the theoretical maximum amount of product (1.0 means a 100% yield; for example, 0.34 means a 34% yield). The reactants are CN([CH:4]=[C:5]1[C:11](=O)[C:10]2[CH:13]=[C:14]([F:17])[CH:15]=[CH:16][C:9]=2[NH:8][C:7](=[O:18])[CH2:6]1)C.Cl.[C:20]([NH2:25])(=[NH:24])[CH2:21][CH2:22][CH3:23]. The yield is 0.500. The product is [F:17][C:14]1[CH:15]=[CH:16][C:9]2[NH:8][C:7](=[O:18])[CH2:6][C:5]3[CH:4]=[N:24][C:20]([CH2:21][CH2:22][CH3:23])=[N:25][C:11]=3[C:10]=2[CH:13]=1. No catalyst specified.